This data is from Peptide-MHC class I binding affinity with 185,985 pairs from IEDB/IMGT. The task is: Regression. Given a peptide amino acid sequence and an MHC pseudo amino acid sequence, predict their binding affinity value. This is MHC class I binding data. (1) The peptide sequence is VADLSARNK. The MHC is HLA-A11:01 with pseudo-sequence HLA-A11:01. The binding affinity (normalized) is 0.535. (2) The peptide sequence is TNFESFTVK. The MHC is HLA-A11:01 with pseudo-sequence HLA-A11:01. The binding affinity (normalized) is 0.328. (3) The peptide sequence is LSSSEPHCA. The MHC is HLA-A23:01 with pseudo-sequence HLA-A23:01. The binding affinity (normalized) is 0. (4) The peptide sequence is FLRGRAYGI. The MHC is HLA-B53:01 with pseudo-sequence HLA-B53:01. The binding affinity (normalized) is 0. (5) The binding affinity (normalized) is 0.543. The MHC is HLA-B39:01 with pseudo-sequence HLA-B39:01. The peptide sequence is TRAVGKPLL.